From a dataset of Peptide-MHC class I binding affinity with 185,985 pairs from IEDB/IMGT. Regression. Given a peptide amino acid sequence and an MHC pseudo amino acid sequence, predict their binding affinity value. This is MHC class I binding data. (1) The peptide sequence is VTGGVFLVDK. The MHC is Patr-A0301 with pseudo-sequence Patr-A0301. The binding affinity (normalized) is 0.622. (2) The peptide sequence is NHQNVELSL. The MHC is HLA-B38:01 with pseudo-sequence HLA-B38:01. The binding affinity (normalized) is 0.584. (3) The peptide sequence is KEPGVSRELL. The MHC is HLA-B18:01 with pseudo-sequence HLA-B18:01. The binding affinity (normalized) is 0. (4) The peptide sequence is RAPRRQGCW. The MHC is Mamu-B17 with pseudo-sequence Mamu-B17. The binding affinity (normalized) is 0.630.